Predict which catalyst facilitates the given reaction. From a dataset of Catalyst prediction with 721,799 reactions and 888 catalyst types from USPTO. (1) The catalyst class is: 2. Reactant: [F:1][C:2]1[CH:3]=[CH:4][C:5]([CH3:9])=[C:6]([NH2:8])[CH:7]=1.[C:10](Cl)([CH3:12])=[O:11].O. Product: [F:1][C:2]1[CH:3]=[CH:4][C:5]([CH3:9])=[C:6]([NH:8][C:10](=[O:11])[CH3:12])[CH:7]=1. (2) Reactant: [C:1]([CH:3]1[CH2:6][N:5]([C:7](=[O:41])[C@H:8]([NH:10][C:11]([C:13]2[C:21]3[C:16](=[N:17][CH:18]=[C:19]([C:22]4[C:30]5[C:25](=[CH:26][C:27]([Cl:31])=[CH:28][CH:29]=5)[N:24]([CH3:32])[N:23]=4)[N:20]=3)[N:15](COCC[Si](C)(C)C)[CH:14]=2)=[O:12])[CH3:9])[CH2:4]1)#[N:2].FC(F)(F)C(O)=O.C(N)CN. Product: [C:1]([CH:3]1[CH2:4][N:5]([C:7](=[O:41])[C@H:8]([NH:10][C:11]([C:13]2[C:21]3[C:16](=[N:17][CH:18]=[C:19]([C:22]4[C:30]5[C:25](=[CH:26][C:27]([Cl:31])=[CH:28][CH:29]=5)[N:24]([CH3:32])[N:23]=4)[N:20]=3)[NH:15][CH:14]=2)=[O:12])[CH3:9])[CH2:6]1)#[N:2]. The catalyst class is: 4. (3) Reactant: [ClH:1].[CH:2]1([C:5]([C:7]2[CH:12]=[CH:11][C:10]([CH2:13][CH:14]([C:19]([O:21][CH3:22])=[O:20])[C:15]([O:17][CH3:18])=[O:16])=[CH:9][CH:8]=2)=[O:6])[CH2:4][CH2:3]1. Product: [Cl:1][CH2:4][CH2:3][CH2:2][C:5]([C:7]1[CH:12]=[CH:11][C:10]([CH2:13][CH:14]([C:19]([O:21][CH3:22])=[O:20])[C:15]([O:17][CH3:18])=[O:16])=[CH:9][CH:8]=1)=[O:6]. The catalyst class is: 548. (4) Reactant: O[CH:2]([C:4]1[CH:5]=[C:6]([NH:10][C:11](=[O:17])[O:12][C:13]([CH3:16])([CH3:15])[CH3:14])[CH:7]=[CH:8][CH:9]=1)[CH3:3].[Br:18]P(Br)Br. Product: [Br:18][CH:2]([C:4]1[CH:5]=[C:6]([NH:10][C:11](=[O:17])[O:12][C:13]([CH3:16])([CH3:15])[CH3:14])[CH:7]=[CH:8][CH:9]=1)[CH3:3]. The catalyst class is: 168. (5) Reactant: [NH2:1][CH2:2][C:3]1[CH:11]=[C:10]2[C:6]([CH:7]=[C:8]([CH2:12][CH2:13][CH2:14][CH2:15][N:16]([CH2:20][CH2:21][CH3:22])[CH2:17][CH2:18][CH3:19])[CH2:9]2)=[CH:5][CH:4]=1.[NH:23]1[CH:27]=[CH:26][N:25]=[C:24]1[CH:28]=O.C(OC)(OC)OC.[BH4-].[Na+]. Product: [NH:23]1[CH:27]=[CH:26][N:25]=[C:24]1[CH2:28][NH:1][CH2:2][C:3]1[CH:11]=[C:10]2[C:6]([CH:7]=[C:8]([CH2:12][CH2:13][CH2:14][CH2:15][N:16]([CH2:20][CH2:21][CH3:22])[CH2:17][CH2:18][CH3:19])[CH2:9]2)=[CH:5][CH:4]=1. The catalyst class is: 5. (6) Reactant: [CH:1]1[C:10]2[C:5](=[CH:6][CH:7]=[CH:8][CH:9]=2)[CH:4]=[CH:3][C:2]=1[CH2:11][C:12]1[O:13][C:14]([C:17]2[CH:18]=[C:19]3[C:24](=[CH:25][CH:26]=2)[CH:23]=[C:22]([O:27][CH2:28][C:29]#[N:30])[CH:21]=[CH:20]3)=[CH:15][N:16]=1.[N-:31]=[N+:32]=[N-:33].[Na+].[Cl-].[NH4+]. Product: [CH:1]1[C:10]2[C:5](=[CH:6][CH:7]=[CH:8][CH:9]=2)[CH:4]=[CH:3][C:2]=1[CH2:11][C:12]1[O:13][C:14]([C:17]2[CH:18]=[C:19]3[C:24](=[CH:25][CH:26]=2)[CH:23]=[C:22]([O:27][CH2:28][C:29]2[NH:33][N:32]=[N:31][N:30]=2)[CH:21]=[CH:20]3)=[CH:15][N:16]=1. The catalyst class is: 3. (7) Reactant: [CH3:1][C:2]([S:9][S:10][CH3:11])([CH3:8])[CH2:3][CH2:4][C:5]([OH:7])=O.C(N=C=NC(C)C)(C)C.O.ON1C2C=CC=CC=2N=N1.[N:32]1([CH2:38][CH2:39][O:40][C:41]2[CH:46]=[C:45]([CH2:47][OH:48])[N:44]=[C:43]([CH2:49][OH:50])[CH:42]=2)[CH2:37][CH2:36][NH:35][CH2:34][CH2:33]1. The catalyst class is: 3. Product: [CH3:8][C:2]([S:9][S:10][CH3:11])([CH3:1])[CH2:3][CH2:4][C:5]([N:35]1[CH2:36][CH2:37][N:32]([CH2:38][CH2:39][O:40][C:41]2[CH:46]=[C:45]([CH2:47][OH:48])[N:44]=[C:43]([CH2:49][OH:50])[CH:42]=2)[CH2:33][CH2:34]1)=[O:7]. (8) Reactant: [NH2:1][C:2]1[CH:3]=[CH:4][C:5]([C:9]([CH3:20])([C:15]([O:17][CH2:18][CH3:19])=[O:16])[C:10]([O:12][CH2:13][CH3:14])=[O:11])=[N:6][C:7]=1[Br:8].[CH3:21][S:22](Cl)(=[O:24])=[O:23].O. Product: [Br:8][C:7]1[N:6]=[C:5]([C:9]([CH3:20])([C:15]([O:17][CH2:18][CH3:19])=[O:16])[C:10]([O:12][CH2:13][CH3:14])=[O:11])[CH:4]=[CH:3][C:2]=1[NH:1][S:22]([CH3:21])(=[O:24])=[O:23]. The catalyst class is: 17. (9) Reactant: [F:1][C:2]([F:19])([F:18])[C:3]1[CH:4]=[C:5]([CH:15]=[CH:16][CH:17]=1)[CH2:6][O:7][N:8]=[C:9]1[CH2:14][CH2:13][NH:12][CH2:11][CH2:10]1.C(N(CC)CC)C.[Cl:27][C:28]1[N:33]=[CH:32][C:31]([S:34](Cl)(=[O:36])=[O:35])=[CH:30][CH:29]=1.C([O-])(O)=O.[Na+]. Product: [F:19][C:2]([F:1])([F:18])[C:3]1[CH:4]=[C:5]([CH:15]=[CH:16][CH:17]=1)[CH2:6][O:7][N:8]=[C:9]1[CH2:14][CH2:13][N:12]([S:34]([C:31]2[CH:32]=[N:33][C:28]([Cl:27])=[CH:29][CH:30]=2)(=[O:36])=[O:35])[CH2:11][CH2:10]1. The catalyst class is: 4.